From a dataset of Reaction yield outcomes from USPTO patents with 853,638 reactions. Predict the reaction yield, written as a fraction of the theoretical maximum amount of product (1.0 means a 100% yield; for example, 0.34 means a 34% yield). (1) The reactants are [CH:1]1([C:6]([O:8][CH2:9][CH2:10][CH2:11][CH3:12])=[O:7])[CH2:5][CH2:4][CH2:3][CH2:2]1.[Br:13][CH2:14][CH2:15][CH2:16][CH2:17]Br.[Li+].CC([N-]C(C)C)C. The catalyst is C1COCC1. The product is [Br:13][CH2:14][CH2:15][CH2:16][CH2:17][C:1]1([C:6]([O:8][CH2:9][CH2:10][CH2:11][CH3:12])=[O:7])[CH2:5][CH2:4][CH2:3][CH2:2]1. The yield is 0.490. (2) The catalyst is C(OCC)(=O)C.O. The reactants are [F:1][C:2]1[CH:7]=[CH:6][C:5]([CH:8]([OH:22])[CH:9]([NH2:21])[CH2:10][C:11]2[CH:16]=[CH:15][C:14]([C:17]([F:20])([F:19])[F:18])=[CH:13][CH:12]=2)=[CH:4][CH:3]=1.[Br:23][CH2:24][C:25](Br)=[O:26].C(=O)([O-])O.[Na+]. The product is [Br:23][CH2:24][C:25]([NH:21][CH:9]([CH2:10][C:11]1[CH:16]=[CH:15][C:14]([C:17]([F:20])([F:19])[F:18])=[CH:13][CH:12]=1)[CH:8]([C:5]1[CH:4]=[CH:3][C:2]([F:1])=[CH:7][CH:6]=1)[OH:22])=[O:26]. The yield is 0.830. (3) The reactants are [CH2:1]([O:3][C:4](=[O:15])[CH2:5][NH:6][C:7]1[C:12](Br)=[N:11][C:10]([Br:14])=[CH:9][N:8]=1)[CH3:2].Cl.[CH3:17][O:18][C@H:19]1[CH2:24][CH2:23][C@H:22]([NH2:25])[CH2:21][CH2:20]1.CN1C(=O)CCC1.[Cl-].[Na+]. The catalyst is CCOC(C)=O. The product is [Br:14][C:10]1[N:11]=[C:12]([NH:25][C@H:22]2[CH2:23][CH2:24][C@H:19]([O:18][CH3:17])[CH2:20][CH2:21]2)[C:7]([NH:6][CH2:5][C:4]([O:3][CH2:1][CH3:2])=[O:15])=[N:8][CH:9]=1. The yield is 0.440. (4) The catalyst is C(Cl)Cl. The yield is 0.630. The product is [CH2:1]([O:3][P:4]([CH2:9][CH2:10][N:11]([S:38]([CH3:37])(=[O:40])=[O:39])[CH2:12][C:13]([CH3:36])=[CH:14][CH2:15][C:16]1[C:17]([O:29][CH2:30][CH2:31][Si:32]([CH3:33])([CH3:34])[CH3:35])=[C:18]2[C:22](=[C:23]([CH3:27])[C:24]=1[O:25][CH3:26])[CH2:21][O:20][C:19]2=[O:28])(=[O:8])[O:5][CH2:6][CH3:7])[CH3:2]. The reactants are [CH2:1]([O:3][P:4]([CH2:9][CH2:10][NH:11][CH2:12][C:13]([CH3:36])=[CH:14][CH2:15][C:16]1[C:17]([O:29][CH2:30][CH2:31][Si:32]([CH3:35])([CH3:34])[CH3:33])=[C:18]2[C:22](=[C:23]([CH3:27])[C:24]=1[O:25][CH3:26])[CH2:21][O:20][C:19]2=[O:28])(=[O:8])[O:5][CH2:6][CH3:7])[CH3:2].[CH3:37][S:38](Cl)(=[O:40])=[O:39].N1C=CC=CC=1. (5) The reactants are [NH:1]1[CH2:7][C:5](=[O:6])[NH:4][C:2]1=[O:3].N1CCCCC1.[CH:14]1([NH:17][C:18]2[N:23]3[N:24]=[CH:25][C:26]([CH:27]=O)=[C:22]3[N:21]=[C:20]([NH:29][C:30]3[CH:35]=[C:34]([F:36])[CH:33]=[C:32]([F:37])[CH:31]=3)[CH:19]=2)[CH2:16][CH2:15]1. The catalyst is C(O)C.O. The product is [CH:14]1([NH:17][C:18]2[N:23]3[N:24]=[CH:25][C:26](/[CH:27]=[C:7]4/[C:5](=[O:6])[NH:4][C:2](=[O:3])[NH:1]/4)=[C:22]3[N:21]=[C:20]([NH:29][C:30]3[CH:35]=[C:34]([F:36])[CH:33]=[C:32]([F:37])[CH:31]=3)[CH:19]=2)[CH2:15][CH2:16]1. The yield is 0.280.